From a dataset of Full USPTO retrosynthesis dataset with 1.9M reactions from patents (1976-2016). Predict the reactants needed to synthesize the given product. (1) Given the product [F:7][C:8]1[CH:13]=[CH:12][CH:11]=[CH:10][C:9]=1[C:14]1[O:18][N:17]=[C:16]([C:19]2[CH:20]=[C:21]([CH:25]=[CH:26][CH:27]=2)[C:22]([NH2:1])=[O:23])[N:15]=1, predict the reactants needed to synthesize it. The reactants are: [NH3:1].C1COCC1.[F:7][C:8]1[CH:13]=[CH:12][CH:11]=[CH:10][C:9]=1[C:14]1[O:18][N:17]=[C:16]([C:19]2[CH:20]=[C:21]([CH:25]=[CH:26][CH:27]=2)[C:22](Cl)=[O:23])[N:15]=1. (2) Given the product [CH3:19][C:4]1[N:5]=[C:6]([NH:8][S:9]([C:12]2[CH:13]=[CH:14][C:15]([NH2:18])=[CH:16][CH:17]=2)(=[O:11])=[O:10])[N:7]=[C:2]([CH3:1])[CH:3]=1.[Ag+:20], predict the reactants needed to synthesize it. The reactants are: [CH3:1][C:2]1[CH:3]=[C:4]([CH3:19])[N:5]=[C:6]([NH:8][S:9]([C:12]2[CH:13]=[CH:14][C:15]([NH2:18])=[CH:16][CH:17]=2)(=[O:11])=[O:10])[N:7]=1.[Ag:20].CC1C=CN=C(NS(C2C=CC(N)=CC=2)(=O)=O)N=1.